This data is from NCI-60 drug combinations with 297,098 pairs across 59 cell lines. The task is: Regression. Given two drug SMILES strings and cell line genomic features, predict the synergy score measuring deviation from expected non-interaction effect. Drug 1: CC12CCC3C(C1CCC2=O)CC(=C)C4=CC(=O)C=CC34C. Drug 2: CC1C(C(CC(O1)OC2CC(CC3=C2C(=C4C(=C3O)C(=O)C5=CC=CC=C5C4=O)O)(C(=O)C)O)N)O. Cell line: T-47D. Synergy scores: CSS=36.3, Synergy_ZIP=1.48, Synergy_Bliss=2.33, Synergy_Loewe=-8.36, Synergy_HSA=2.85.